From a dataset of Full USPTO retrosynthesis dataset with 1.9M reactions from patents (1976-2016). Predict the reactants needed to synthesize the given product. (1) Given the product [CH3:16][Si:17]([CH3:19])([CH3:18])[O:3][C:1]([O:4][CH:5]([CH3:7])[CH3:6])=[CH2:2], predict the reactants needed to synthesize it. The reactants are: [C:1]([O:4][CH:5]([CH3:7])[CH3:6])(=[O:3])[CH3:2].[Li+].CC([N-]C(C)C)C.[CH3:16][Si:17](Cl)([CH3:19])[CH3:18]. (2) Given the product [ClH:1].[Cl:1][C:2]1[CH:16]=[CH:15][C:5]([CH2:6][O:7][C:8]2[CH:13]=[CH:12][N:11]([C:19]3[CH:20]=[CH:21][C:22]4[C:31]5[CH2:30][CH2:29][NH:28][CH2:27][CH2:26][C:25]=5[N:24]([CH3:39])[C:23]=4[N:40]=3)[C:10](=[O:14])[CH:9]=2)=[C:4]([F:17])[CH:3]=1, predict the reactants needed to synthesize it. The reactants are: [Cl:1][C:2]1[CH:16]=[CH:15][C:5]([CH2:6][O:7][C:8]2[CH:13]=[CH:12][NH:11][C:10](=[O:14])[CH:9]=2)=[C:4]([F:17])[CH:3]=1.Br[C:19]1[CH:20]=[CH:21][C:22]2[C:31]3[CH2:30][CH2:29][N:28](C(OC(C)(C)C)=O)[CH2:27][CH2:26][C:25]=3[N:24]([CH3:39])[C:23]=2[N:40]=1.OC1C=CC=C2C=1N=CC=C2.C([O-])([O-])=O.[Cs+].[Cs+].Cl. (3) Given the product [CH3:22][S:23]([O:14][CH2:13][C:10]1[CH:9]=[C:8]([C:4]2[CH:5]=[CH:6][CH:7]=[C:2]([CH3:1])[CH:3]=2)[O:12][N:11]=1)(=[O:25])=[O:24], predict the reactants needed to synthesize it. The reactants are: [CH3:1][C:2]1[CH:3]=[C:4]([C:8]2[O:12][N:11]=[C:10]([CH2:13][OH:14])[CH:9]=2)[CH:5]=[CH:6][CH:7]=1.C(N(CC)CC)C.[CH3:22][S:23](Cl)(=[O:25])=[O:24].